The task is: Predict the reaction yield, written as a fraction of the theoretical maximum amount of product (1.0 means a 100% yield; for example, 0.34 means a 34% yield).. This data is from Reaction yield outcomes from USPTO patents with 853,638 reactions. The reactants are [NH2:1]OS(O)(=O)=O.[CH2:7]([S:9][CH2:10][CH3:11])[CH3:8].[OH-].[Na+].[Cl:14][C:15]1[CH:16]=[C:17]([CH3:27])[C:18]2[NH:23]C(=O)[O:21][C:20](=O)[C:19]=2[CH:26]=1.CC1CCCO1. The catalyst is O. The product is [NH2:23][C:18]1[C:17]([CH3:27])=[CH:16][C:15]([Cl:14])=[CH:26][C:19]=1[C:20]([N:1]=[S:9]([CH2:10][CH3:11])[CH2:7][CH3:8])=[O:21]. The yield is 0.811.